From a dataset of Catalyst prediction with 721,799 reactions and 888 catalyst types from USPTO. Predict which catalyst facilitates the given reaction. (1) Reactant: [C:1]([Cl:5])(Cl)(Cl)[Cl:2].[Cl:6][C:7]1[CH:12]=[CH:11][C:10]([C:13](=O)[C:14]([O:16][CH2:17][CH3:18])=[O:15])=[CH:9][C:8]=1[O:20][CH3:21].C1(P(C2C=CC=CC=2)C2C=CC=CC=2)C=CC=CC=1.O. The catalyst class is: 4. Product: [Cl:2][C:1]([Cl:5])=[C:13]([C:10]1[CH:11]=[CH:12][C:7]([Cl:6])=[C:8]([O:20][CH3:21])[CH:9]=1)[C:14]([O:16][CH2:17][CH3:18])=[O:15]. (2) Reactant: [C:1](Cl)(=[O:8])[C:2]1[CH:7]=[CH:6][CH:5]=[CH:4][CH:3]=1.Cl.[CH3:11][O:12][C:13](=[O:19])[C@H:14]([C@@H:16]([CH3:18])[OH:17])[NH2:15].O.C(=O)(O)[O-].[Na+]. Product: [CH3:11][O:12][C:13](=[O:19])[C@H:14]([C@@H:16]([CH3:18])[OH:17])[NH:15][C:1](=[O:8])[C:2]1[CH:7]=[CH:6][CH:5]=[CH:4][CH:3]=1. The catalyst class is: 13. (3) Reactant: C[Si](C)(C)CCOC[N:7](COCC[Si](C)(C)C)[C:8]1[N:13]2[N:14]=[CH:15][C:16]([C:17]3[CH:18]=[N:19][C:20]4[C:25]([CH:26]=3)=[CH:24][CH:23]=[CH:22][CH:21]=4)=[C:12]2[N:11]=[C:10]([N:27]2[CH2:32][CH2:31][O:30][CH2:29][CH2:28]2)[C:9]=1[C:33]#[N:34].Cl. The catalyst class is: 14. Product: [NH2:7][C:8]1[N:13]2[N:14]=[CH:15][C:16]([C:17]3[CH:18]=[N:19][C:20]4[C:25]([CH:26]=3)=[CH:24][CH:23]=[CH:22][CH:21]=4)=[C:12]2[N:11]=[C:10]([N:27]2[CH2:32][CH2:31][O:30][CH2:29][CH2:28]2)[C:9]=1[C:33]#[N:34]. (4) Reactant: [N:1]1([C:7](Cl)=[O:8])[CH2:6][CH2:5][O:4][CH2:3][CH2:2]1.[CH:10]1([N:14]2[CH2:19][CH2:18][CH:17]([O:20][C:21]3[CH:26]=[CH:25][C:24]([CH:27]4[CH2:32][CH2:31][NH:30][CH2:29][CH2:28]4)=[CH:23][CH:22]=3)[CH2:16][CH2:15]2)[CH2:13][CH2:12][CH2:11]1.C(N(CC)CC)C. Product: [CH:10]1([N:14]2[CH2:19][CH2:18][CH:17]([O:20][C:21]3[CH:22]=[CH:23][C:24]([CH:27]4[CH2:28][CH2:29][N:30]([C:7]([N:1]5[CH2:6][CH2:5][O:4][CH2:3][CH2:2]5)=[O:8])[CH2:31][CH2:32]4)=[CH:25][CH:26]=3)[CH2:16][CH2:15]2)[CH2:13][CH2:12][CH2:11]1. The catalyst class is: 2. (5) Reactant: [Br:1][C:2]1[C:3]([CH3:10])=[C:4]([CH:6]=[C:7]([F:9])[CH:8]=1)[NH2:5].[CH3:11][O:12][C:13](=[O:24])[C:14]1[CH:19]=[CH:18][C:17]([C:20](Cl)=[O:21])=[C:16]([F:23])[CH:15]=1. Product: [CH3:11][O:12][C:13](=[O:24])[C:14]1[CH:19]=[CH:18][C:17]([C:20]([NH:5][C:4]2[CH:6]=[C:7]([F:9])[CH:8]=[C:2]([Br:1])[C:3]=2[CH3:10])=[O:21])=[C:16]([F:23])[CH:15]=1. The catalyst class is: 383.